This data is from Peptide-MHC class II binding affinity with 134,281 pairs from IEDB. The task is: Regression. Given a peptide amino acid sequence and an MHC pseudo amino acid sequence, predict their binding affinity value. This is MHC class II binding data. (1) The peptide sequence is MMGMFNMLSTVLGVS. The MHC is DRB3_0101 with pseudo-sequence DRB3_0101. The binding affinity (normalized) is 0.414. (2) The peptide sequence is RKPLDNIKDNVGKME. The MHC is DRB1_1201 with pseudo-sequence DRB1_1201. The binding affinity (normalized) is 0.